From a dataset of CYP2C9 inhibition data for predicting drug metabolism from PubChem BioAssay. Regression/Classification. Given a drug SMILES string, predict its absorption, distribution, metabolism, or excretion properties. Task type varies by dataset: regression for continuous measurements (e.g., permeability, clearance, half-life) or binary classification for categorical outcomes (e.g., BBB penetration, CYP inhibition). Dataset: cyp2c9_veith. The drug is Cc1ccc(C)c(NC(=S)N(CCc2nc3cc(C)c(C)cc3[nH]2)Cc2cccnc2)c1. The result is 1 (inhibitor).